Dataset: Full USPTO retrosynthesis dataset with 1.9M reactions from patents (1976-2016). Task: Predict the reactants needed to synthesize the given product. Given the product [Cl:10][C:9]1[C:4]([CH2:3][NH:2][C:18]([C@H:15]2[CH2:16][CH2:17][C@@H:12]([OH:11])[CH2:13][CH2:14]2)=[O:19])=[N:5][CH:6]=[CH:7][N:8]=1, predict the reactants needed to synthesize it. The reactants are: Cl.[NH2:2][CH2:3][C:4]1[C:9]([Cl:10])=[N:8][CH:7]=[CH:6][N:5]=1.[OH:11][C@@H:12]1[CH2:17][CH2:16][C@H:15]([C:18](O)=[O:19])[CH2:14][CH2:13]1.Cl.CN(C)CCCN=C=NCC.C(N(CC)C(C)C)(C)C.